This data is from Catalyst prediction with 721,799 reactions and 888 catalyst types from USPTO. The task is: Predict which catalyst facilitates the given reaction. (1) Reactant: [N:1]1[CH:6]=[CH:5][CH:4]=[CH:3][C:2]=1[SH:7].Br[CH2:9][CH2:10][NH2:11].C(=O)([O-])[O-].[K+].[K+]. Product: [N:1]1[CH:6]=[CH:5][CH:4]=[CH:3][C:2]=1[S:7][CH2:9][CH2:10][NH2:11]. The catalyst class is: 10. (2) The catalyst class is: 5. Product: [CH2:1]([N:8]1[CH2:13][CH2:12][CH:11]([N:14]([CH3:27])[C:15](=[O:26])[CH2:16][NH:17][C:18]2[C:23]([O:29][CH3:28])=[CH:22][N:21]=[N:20][C:19]=2[Cl:25])[CH2:10][CH2:9]1)[C:2]1[CH:7]=[CH:6][CH:5]=[CH:4][CH:3]=1. Reactant: [CH2:1]([N:8]1[CH2:13][CH2:12][CH:11]([N:14]([CH3:27])[C:15](=[O:26])[CH2:16][NH:17][C:18]2[C:23](Cl)=[CH:22][N:21]=[N:20][C:19]=2[Cl:25])[CH2:10][CH2:9]1)[C:2]1[CH:7]=[CH:6][CH:5]=[CH:4][CH:3]=1.[CH3:28][O-:29].[Na+].